This data is from Catalyst prediction with 721,799 reactions and 888 catalyst types from USPTO. The task is: Predict which catalyst facilitates the given reaction. (1) Reactant: [CH2:1]([C:5]1[N:10]=[N:9][C:8]([O:11][C@H:12]2[CH2:17][CH2:16][C@H:15]([NH:18][CH:19]=O)[CH2:14][CH2:13]2)=[CH:7][C:6]=1[C:21]1[CH:26]=[CH:25][C:24]([O:27][CH:28]2[CH2:33][CH2:32][CH2:31][CH2:30][CH2:29]2)=[CH:23][CH:22]=1)[CH2:2][CH2:3][CH3:4]. Product: [CH2:1]([C:5]1[N:10]=[N:9][C:8]([O:11][C@H:12]2[CH2:13][CH2:14][C@H:15]([NH:18][CH3:19])[CH2:16][CH2:17]2)=[CH:7][C:6]=1[C:21]1[CH:22]=[CH:23][C:24]([O:27][CH:28]2[CH2:33][CH2:32][CH2:31][CH2:30][CH2:29]2)=[CH:25][CH:26]=1)[CH2:2][CH2:3][CH3:4]. The catalyst class is: 1. (2) Reactant: [CH3:1][O:2][C:3]([C:5]1[CH:14]=[C:13]2[C:8]([CH:9]=[CH:10][N:11]=[C:12]2[CH:15]2[CH2:17][CH2:16]2)=[C:7]([OH:18])[CH:6]=1)=[O:4].[C:19]([O-])([O-])=O.[K+].[K+].CI. Product: [CH3:1][O:2][C:3]([C:5]1[CH:14]=[C:13]2[C:8]([CH:9]=[CH:10][N:11]=[C:12]2[CH:15]2[CH2:16][CH2:17]2)=[C:7]([O:18][CH3:19])[CH:6]=1)=[O:4]. The catalyst class is: 173. (3) Reactant: C(OC(=O)[NH:7][C@@H:8]([CH2:27][C:28]1[CH:33]=[CH:32][CH:31]=[CH:30][CH:29]=1)[CH2:9][NH:10][C:11]1[C:12]2[S:25][CH:24]=[C:23](Br)[C:13]=2[N:14]=[C:15]([C:17]2[CH:22]=[CH:21][N:20]=[CH:19][CH:18]=2)[N:16]=1)(C)(C)C.[C:35]([O:39][C:40]([CH3:43])([CH3:42])[CH3:41])(=[O:38])[CH:36]=[CH2:37].F[B-](F)(F)F.C([PH+](C(C)(C)C)C(C)(C)C)(C)(C)C.C([O-])(=O)C.[Na+]. Product: [C:40]([O:39][C:35](=[O:38])/[CH:36]=[CH:37]/[C:23]1[C:13]2[N:14]=[C:15]([C:17]3[CH:22]=[CH:21][N:20]=[CH:19][CH:18]=3)[N:16]=[C:11]([NH:10][CH2:9][C@@H:8]([NH2:7])[CH2:27][C:28]3[CH:33]=[CH:32][CH:31]=[CH:30][CH:29]=3)[C:12]=2[S:25][CH:24]=1)([CH3:43])([CH3:42])[CH3:41]. The catalyst class is: 826. (4) Reactant: [OH-].[K+].[CH2:3]([N:10]([CH2:24][C:25]1[CH:30]=[CH:29][CH:28]=[CH:27][CH:26]=1)[CH:11]([C:17]1([OH:23])[CH2:22][CH2:21][CH2:20][CH2:19][CH2:18]1)[C:12]([O:14]CC)=[O:13])[C:4]1[CH:9]=[CH:8][CH:7]=[CH:6][CH:5]=1.OS([O-])(=O)=O.[K+]. Product: [CH2:24]([N:10]([CH2:3][C:4]1[CH:9]=[CH:8][CH:7]=[CH:6][CH:5]=1)[CH:11]([C:17]1([OH:23])[CH2:18][CH2:19][CH2:20][CH2:21][CH2:22]1)[C:12]([OH:14])=[O:13])[C:25]1[CH:26]=[CH:27][CH:28]=[CH:29][CH:30]=1. The catalyst class is: 72. (5) Reactant: [N+:1]([C:4]1[CH:5]=[CH:6][CH:7]=[C:8]2[C:12]=1[N:11]([CH2:13][C:14]([OH:16])=[O:15])[CH:10]=[CH:9]2)([O-:3])=[O:2].C(Cl)CCl.[Cl:21][C:22]1[CH:23]=[N+:24]([O-:47])[CH:25]=[C:26]([Cl:46])[C:27]=1[CH2:28][C@@H:29]([C:31]1[CH:36]=[CH:35][C:34]([O:37][CH:38]([F:40])[F:39])=[C:33]([O:41][CH2:42][CH:43]2[CH2:45][CH2:44]2)[CH:32]=1)O.Cl. Product: [Cl:21][C:22]1[CH:23]=[N+:24]([O-:47])[CH:25]=[C:26]([Cl:46])[C:27]=1[CH2:28][C@@H:29]([C:31]1[CH:36]=[CH:35][C:34]([O:37][CH:38]([F:40])[F:39])=[C:33]([O:41][CH2:42][CH:43]2[CH2:45][CH2:44]2)[CH:32]=1)[O:15][C:14](=[O:16])[CH2:13][N:11]1[C:12]2[C:8](=[CH:7][CH:6]=[CH:5][C:4]=2[N+:1]([O-:3])=[O:2])[CH:9]=[CH:10]1. The catalyst class is: 79. (6) Reactant: Br[C:2]1[CH:15]=[CH:14][C:5]([O:6][Si:7]([C:10]([CH3:13])([CH3:12])[CH3:11])([CH3:9])[CH3:8])=[C:4]([CH:16]2[CH2:21][CH2:20][CH2:19][CH2:18][CH2:17]2)[CH:3]=1.C([Li])CCC.[B:27](OC(C)C)([O:32]C(C)C)[O:28]C(C)C. Product: [C:10]([Si:7]([CH3:9])([CH3:8])[O:6][C:5]1[CH:14]=[CH:15][C:2]([B:27]([OH:32])[OH:28])=[CH:3][C:4]=1[CH:16]1[CH2:21][CH2:20][CH2:19][CH2:18][CH2:17]1)([CH3:13])([CH3:12])[CH3:11]. The catalyst class is: 7. (7) Reactant: Cl.[CH3:2][O:3][C:4](=[O:12])[CH2:5][CH2:6][CH2:7][CH2:8][CH2:9][CH2:10][NH2:11].[CH2:13]([C:17]1[CH:24]=[CH:23][C:20]([CH:21]=O)=[CH:19][CH:18]=1)[CH2:14][CH2:15][CH3:16].C(N(CC)CC)C.[BH4-].[Na+]. Product: [CH3:2][O:3][C:4](=[O:12])[CH2:5][CH2:6][CH2:7][CH2:8][CH2:9][CH2:10][NH:11][CH2:21][C:20]1[CH:23]=[CH:24][C:17]([CH2:13][CH2:14][CH2:15][CH3:16])=[CH:18][CH:19]=1. The catalyst class is: 5.